This data is from Full USPTO retrosynthesis dataset with 1.9M reactions from patents (1976-2016). The task is: Predict the reactants needed to synthesize the given product. (1) Given the product [CH2:33]([CH:34]([NH:37][CH2:27][C:24]1[CH:23]=[CH:22][C:21]([C:18]2[CH:19]=[C:20]3[C:15](=[C:16]([C:29]([NH2:31])=[O:30])[CH:17]=2)[NH:14][CH:13]=[C:12]3[CH:9]2[CH2:10][CH2:11][N:6]([S:3]([CH2:1][CH3:2])(=[O:4])=[O:5])[CH2:7][CH2:8]2)=[CH:26][CH:25]=1)[CH2:35][CH3:36])[CH3:32], predict the reactants needed to synthesize it. The reactants are: [CH2:1]([S:3]([N:6]1[CH2:11][CH2:10][CH:9]([C:12]2[C:20]3[C:15](=[C:16]([C:29]([NH2:31])=[O:30])[CH:17]=[C:18]([C:21]4[CH:26]=[CH:25][C:24]([CH:27]=O)=[CH:23][CH:22]=4)[CH:19]=3)[NH:14][CH:13]=2)[CH2:8][CH2:7]1)(=[O:5])=[O:4])[CH3:2].[CH3:32][CH2:33][CH:34]([NH2:37])[CH2:35][CH3:36].C(O[BH-](OC(=O)C)OC(=O)C)(=O)C.[Na+]. (2) Given the product [F:1][C:2]1[CH:3]=[CH:4][CH:5]=[C:6]2[C:10]=1[N:9]([CH:22]([CH3:24])[CH3:23])[N:8]=[C:7]2[C:11]1[CH:16]=[CH:15][C:14]([O:17][CH3:18])=[CH:13][CH:12]=1, predict the reactants needed to synthesize it. The reactants are: [F:1][C:2]1[CH:3]=[CH:4][CH:5]=[C:6]2[C:10]=1[NH:9][N:8]=[C:7]2[C:11]1[CH:16]=[CH:15][C:14]([O:17][CH3:18])=[CH:13][CH:12]=1.[H-].[Na+].I[CH:22]([CH3:24])[CH3:23].